From a dataset of NCI-60 drug combinations with 297,098 pairs across 59 cell lines. Regression. Given two drug SMILES strings and cell line genomic features, predict the synergy score measuring deviation from expected non-interaction effect. Drug 1: C1=CC(=CC=C1CC(C(=O)O)N)N(CCCl)CCCl.Cl. Drug 2: CC(C)(C#N)C1=CC(=CC(=C1)CN2C=NC=N2)C(C)(C)C#N. Cell line: OVCAR3. Synergy scores: CSS=10.3, Synergy_ZIP=-4.04, Synergy_Bliss=-4.43, Synergy_Loewe=-6.39, Synergy_HSA=-6.34.